Dataset: Forward reaction prediction with 1.9M reactions from USPTO patents (1976-2016). Task: Predict the product of the given reaction. (1) Given the reactants [Br:1][C:2]1[C:3](Cl)=[N:4][C:5]([Cl:8])=[N:6][CH:7]=1.[H-].[Na+].[C:12]([O:16][C:17]([N:19]1[CH2:24][CH2:23][CH2:22][CH:21]([CH2:25][NH2:26])[CH2:20]1)=[O:18])([CH3:15])([CH3:14])[CH3:13], predict the reaction product. The product is: [C:12]([O:16][C:17]([N:19]1[CH2:24][CH2:23][CH2:22][CH:21]([CH2:25][NH:26][C:3]2[C:2]([Br:1])=[CH:7][N:6]=[C:5]([Cl:8])[N:4]=2)[CH2:20]1)=[O:18])([CH3:15])([CH3:14])[CH3:13]. (2) Given the reactants [OH:1][C:2]1[CH:12]=[CH:11][CH:10]=[C:9]([CH3:13])[C:3]=1[C:4]([O:6][CH2:7][CH3:8])=[O:5].[C:14]([Si:18]([CH3:21])([CH3:20])Cl)([CH3:17])([CH3:16])[CH3:15].N1C=CN=C1, predict the reaction product. The product is: [Si:18]([O:1][C:2]1[CH:12]=[CH:11][CH:10]=[C:9]([CH3:13])[C:3]=1[C:4]([O:6][CH2:7][CH3:8])=[O:5])([C:14]([CH3:17])([CH3:16])[CH3:15])([CH3:21])[CH3:20].